The task is: Predict the product of the given reaction.. This data is from Forward reaction prediction with 1.9M reactions from USPTO patents (1976-2016). (1) Given the reactants C(C1ON=C(N)C=1)(C)C.[CH:10]1([C:15]2([CH2:20][C:21](=[N:23][OH:24])[NH2:22])OCCO2)[CH2:14][CH2:13][CH2:12][CH2:11]1.Cl, predict the reaction product. The product is: [CH:10]1([C:15]2[O:24][N:23]=[C:21]([NH2:22])[CH:20]=2)[CH2:11][CH2:12][CH2:13][CH2:14]1. (2) The product is: [C:15]([OH:16])(=[O:28])[CH2:14][CH2:3][CH2:2][CH2:5][CH2:6][CH:7]([CH3:9])[CH3:10]. Given the reactants C[CH:2]([CH2:5][CH2:6][C:7]([CH3:10])([CH3:9])C)[CH:3]=O.CC(C(C)(C)C)C[CH2:14][CH:15]=[O:16].CC(C)(C)CCCCC=[O:28], predict the reaction product. (3) Given the reactants C[O:2][C:3](=[O:26])[C:4]1[C:5](=[C:10]([O:14][CH2:15][C:16]2[S:20][C:19]3[CH:21]=[CH:22][CH:23]=[CH:24][C:18]=3[C:17]=2[Cl:25])[CH:11]=[CH:12][CH:13]=1)[C:6]([O:8]C)=[O:7], predict the reaction product. The product is: [Cl:25][C:17]1[C:18]2[CH:24]=[CH:23][CH:22]=[CH:21][C:19]=2[S:20][C:16]=1[CH2:15][O:14][C:10]1[CH:11]=[CH:12][CH:13]=[C:4]([C:3]([OH:26])=[O:2])[C:5]=1[C:6]([OH:8])=[O:7]. (4) Given the reactants [NH2:1][C@@H:2]([C:5]([OH:7])=[O:6])[CH2:3][OH:4].[C:8]([O:16][CH2:17][CH2:18][O:19][C:20](ON1C(=O)CCC1=O)=[O:21])(=[O:15])[C:9]1[CH:14]=[CH:13][CH:12]=[CH:11][CH:10]=1, predict the reaction product. The product is: [OH:4][CH2:3][C@@H:2]([NH:1][C:20]([O:19][CH2:18][CH2:17][O:16][C:8]([C:9]1[CH:14]=[CH:13][CH:12]=[CH:11][CH:10]=1)=[O:15])=[O:21])[C:5]([OH:7])=[O:6]. (5) The product is: [CH2:12]([O:11][C:5]1[CH:4]=[CH:3][C:2]([Br:1])=[CH:7][C:6]=1[C:8]1[CH:9]=[CH:19][N:34]=[C:35]([NH2:37])[N:36]=1)[C:13]1[CH:18]=[CH:17][CH:16]=[CH:15][CH:14]=1. Given the reactants [Br:1][C:2]1[CH:3]=[CH:4][C:5]([O:11][CH2:12][C:13]2[CH:18]=[CH:17][CH:16]=[CH:15][CH:14]=2)=[C:6]([C:8](=O)[CH3:9])[CH:7]=1.[CH2:19](OC(OCC)N(C)C)C.[O-]CC.[Na+].Cl.[NH2:34][C:35]([NH2:37])=[NH:36], predict the reaction product. (6) Given the reactants [CH2:1]([C:3]1[N:4]=[C:5]([CH3:11])[S:6][C:7]=1[C:8](O)=[O:9])[CH3:2].Cl, predict the reaction product. The product is: [CH2:1]([C:3]1[N:4]=[C:5]([CH3:11])[S:6][C:7]=1[CH2:8][OH:9])[CH3:2]. (7) Given the reactants [N:1]([CH:4]([C:6]1[N:7]=[C:8]2[S:21][CH:20]=[CH:19][N:9]2[C:10](=[O:18])[C:11]=1[C:12]1[CH:17]=[CH:16][CH:15]=[CH:14][CH:13]=1)[CH3:5])=[N+]=[N-].CP(C)C.C(OCC)(=O)C, predict the reaction product. The product is: [NH2:1][CH:4]([C:6]1[N:7]=[C:8]2[S:21][CH:20]=[CH:19][N:9]2[C:10](=[O:18])[C:11]=1[C:12]1[CH:17]=[CH:16][CH:15]=[CH:14][CH:13]=1)[CH3:5].